From a dataset of Catalyst prediction with 721,799 reactions and 888 catalyst types from USPTO. Predict which catalyst facilitates the given reaction. (1) Reactant: [CH2:1]([O:3][C:4](=[O:11])[C:5](=O)[CH:6]=[C:7]([CH3:9])[CH3:8])[CH3:2].C(O)(=O)C(O)=O.[CH3:18][CH:19]([CH3:24])[CH2:20][CH2:21][NH:22][NH2:23]. Product: [CH2:1]([O:3][C:4](=[O:11])[C:5](=[N:23][NH:22][CH2:21][CH2:20][CH:19]([CH3:24])[CH3:18])[CH:6]=[C:7]([CH3:9])[CH3:8])[CH3:2]. The catalyst class is: 197. (2) Reactant: [Cl:1][C:2]1[CH:7]=[C:6]2[NH:8][C:9](=[O:29])[C:10]3([CH:15]([C:16]4[CH:21]=[CH:20][CH:19]=[C:18]([Cl:22])[CH:17]=4)[CH2:14][C:13](=[O:23])[NH:12][CH:11]3[C:24]([CH2:27][CH3:28])=[CH:25][CH3:26])[C:5]2=[CH:4][CH:3]=1.[CH3:30][O:31][CH:32]([Si:34]([CH3:37])([CH3:36])[CH3:35])[CH3:33].[H-].[Li+].[Cl:40][CH2:41][CH2:42][CH2:43]I. Product: [Cl:1][C:2]1[CH:7]=[C:6]2[NH:8][C:9](=[O:29])[C:10]3([CH:15]([C:16]4[CH:21]=[CH:20][CH:19]=[C:18]([Cl:22])[CH:17]=4)[CH2:14][C:13](=[O:23])[N:12]([CH2:43][CH2:42][CH2:41][Cl:40])[CH:11]3[C:24]([CH2:27][CH3:28])=[CH:25][CH3:26])[C:5]2=[CH:4][CH:3]=1.[CH3:30][O:31][CH:32]([Si:34]([CH3:37])([CH3:36])[CH3:35])[CH3:33]. The catalyst class is: 9. (3) Reactant: C1(P(C2C=CC=CC=2)C2C=CC=CC=2)C=CC=CC=1.CC[O:22]C(/N=N/C(OCC)=O)=O.C([O:34][C:35](=[O:52])[C@@H:36]([O:50][CH3:51])[CH2:37][C:38]1[CH:43]=[CH:42][C:41]([C:44]#[C:45][CH2:46][CH2:47][CH2:48][OH:49])=[CH:40][CH:39]=1)C.[O:53]([C:60]1[CH:65]=[CH:64][C:63](O)=[CH:62][CH:61]=1)[C:54]1[CH:59]=[CH:58][CH:57]=[CH:56][CH:55]=1. Product: [CH3:51][O:50][C@@H:36]([CH2:37][C:38]1[CH:39]=[CH:40][C:41]([C:44](=[O:22])[CH2:45][CH2:46][CH2:47][CH2:48][O:49][C:63]2[CH:62]=[CH:61][C:60]([O:53][C:54]3[CH:59]=[CH:58][CH:57]=[CH:56][CH:55]=3)=[CH:65][CH:64]=2)=[CH:42][CH:43]=1)[C:35]([OH:34])=[O:52]. The catalyst class is: 1. (4) Reactant: [CH:1]1[N:9]=[C:8](Br)[C:7]2[C:3](=[N:4][S:5][N:6]=2)[C:2]=1[Br:11].C([O-])([O-])=O.[Na+].[Na+].[S:18]1[C:22]2[CH:23]=[CH:24][CH:25]=[CH:26][C:21]=2[CH:20]=[C:19]1B(O)O. Product: [S:18]1[C:19]([C:8]2[C:7]3=[N:6][S:5][N:4]=[C:3]3[C:2]([Br:11])=[CH:1][N:9]=2)=[CH:20][C:21]2[CH:26]=[CH:25][CH:24]=[CH:23][C:22]1=2. The catalyst class is: 176. (5) The catalyst class is: 8. Reactant: [N+:1]([C:4]1[CH:5]=[C:6]([C:13]([N:15]2[CH2:20][CH2:19][O:18][CH2:17][CH2:16]2)=O)[CH:7]=[CH:8][C:9]=1[N+:10]([O-])=O)([O-])=O. Product: [N:15]1([C:13]2[C:8]([CH3:7])=[C:9]([NH2:10])[C:4]([NH2:1])=[CH:5][CH:6]=2)[CH2:16][CH2:17][O:18][CH2:19][CH2:20]1. (6) Reactant: [O:1]=[C:2]1[CH:6]=[CH:5][C:4](=[O:7])[N:3]1[CH2:8][CH2:9][CH2:10][CH2:11][CH2:12][C:13]([NH:15][C@@H:16]([CH:25]([CH3:27])[CH3:26])[C:17]([NH:19][C@@H:20]([CH3:24])[C:21]([OH:23])=O)=[O:18])=[O:14].CCOC1N(C(OCC)=O)C2C(=CC=CC=2)C=C1.[NH2:46][C:47]1[CH:52]=[CH:51][C:50]([C:53]2[CH2:54][C@@H:55]3[N:61]([CH:62]=2)[C:60](=[O:63])[C:59]2[CH:64]=[C:65]([O:91][CH3:92])[C:66]([O:68][CH2:69][CH2:70][CH2:71][O:72][C:73]4[C:88]([O:89][CH3:90])=[CH:87][C:76]5[C:77](=[O:86])[N:78]6[CH:84]=[C:83]([CH3:85])[CH2:82][C@H:79]6[CH:80]=[N:81][C:75]=5[CH:74]=4)=[CH:67][C:58]=2[N:57]=[CH:56]3)=[CH:49][CH:48]=1. Product: [O:7]=[C:4]1[CH:5]=[CH:6][C:2](=[O:1])[N:3]1[CH2:8][CH2:9][CH2:10][CH2:11][CH2:12][C:13]([NH:15][C@@H:16]([CH:25]([CH3:27])[CH3:26])[C:17]([NH:19][C@@H:20]([CH3:24])[C:21]([NH:46][C:47]1[CH:52]=[CH:51][C:50]([C:53]2[CH2:54][C@@H:55]3[N:61]([CH:62]=2)[C:60](=[O:63])[C:59]2[CH:64]=[C:65]([O:91][CH3:92])[C:66]([O:68][CH2:69][CH2:70][CH2:71][O:72][C:73]4[C:88]([O:89][CH3:90])=[CH:87][C:76]5[C:77](=[O:86])[N:78]6[CH:84]=[C:83]([CH3:85])[CH2:82][C@H:79]6[CH:80]=[N:81][C:75]=5[CH:74]=4)=[CH:67][C:58]=2[N:57]=[CH:56]3)=[CH:49][CH:48]=1)=[O:23])=[O:18])=[O:14]. The catalyst class is: 138. (7) Reactant: Cl.Cl.[NH2:3][C@@H:4]([CH:29]1[CH2:34][CH2:33][CH2:32][CH2:31][CH2:30]1)[C:5]([N:7]1[C@H:12]([C:13]([NH:15][C@H:16]2[C:25]3[C:20](=[CH:21][CH:22]=[CH:23][CH:24]=3)[O:19][CH2:18][CH2:17]2)=[O:14])[CH2:11][N:10]2[CH2:26][CH2:27][CH2:28][C@H:9]2[CH2:8]1)=[O:6].[C:35]([O:39][C:40]([N:42]([CH3:48])[C@H:43]([C:45](O)=[O:46])[CH3:44])=[O:41])([CH3:38])([CH3:37])[CH3:36].C(N(C(C)C)C(C)C)C.F[P-](F)(F)(F)(F)F.N1(OC(N(C)C)=[N+](C)C)C2N=CC=CC=2N=N1. Product: [C:35]([O:39][C:40](=[O:41])[N:42]([C@@H:43]([CH3:44])[C:45]([NH:3][C@@H:4]([CH:29]1[CH2:34][CH2:33][CH2:32][CH2:31][CH2:30]1)[C:5]([N:7]1[C@H:12]([C:13](=[O:14])[NH:15][C@H:16]2[C:25]3[C:20](=[CH:21][CH:22]=[CH:23][CH:24]=3)[O:19][CH2:18][CH2:17]2)[CH2:11][N:10]2[CH2:26][CH2:27][CH2:28][C@H:9]2[CH2:8]1)=[O:6])=[O:46])[CH3:48])([CH3:38])([CH3:36])[CH3:37]. The catalyst class is: 39. (8) Reactant: [CH2:1]([C:4]1[C:8]([CH2:9][CH2:10][CH2:11][OH:12])=[CH:7][N:6]([C:13]2[CH:18]=[CH:17][C:16]([C:19]([F:22])([F:21])[F:20])=[CH:15][N:14]=2)[N:5]=1)[CH2:2][CH3:3].O[C:24]1[C:29]([CH3:30])=[CH:28][CH:27]=[CH:26][C:25]=1[CH2:31][C:32]([O:34]C)=[O:33].C(P(CCCC)CCCC)CCC.N(C(N1CCCCC1)=O)=NC(N1CCCCC1)=O. Product: [CH3:30][C:29]1[C:24]([O:12][CH2:11][CH2:10][CH2:9][C:8]2[C:4]([CH2:1][CH2:2][CH3:3])=[N:5][N:6]([C:13]3[CH:18]=[CH:17][C:16]([C:19]([F:21])([F:20])[F:22])=[CH:15][N:14]=3)[CH:7]=2)=[C:25]([CH2:31][C:32]([OH:34])=[O:33])[CH:26]=[CH:27][CH:28]=1. The catalyst class is: 7. (9) Reactant: [CH3:1][S:2]([NH:5][CH2:6][CH2:7][NH:8]C(=O)C)(=[O:4])=[O:3].[ClH:12]. Product: [ClH:12].[CH3:1][S:2]([NH:5][CH2:6][CH2:7][NH2:8])(=[O:4])=[O:3]. The catalyst class is: 6.